Dataset: Full USPTO retrosynthesis dataset with 1.9M reactions from patents (1976-2016). Task: Predict the reactants needed to synthesize the given product. (1) The reactants are: Br[C:2]1[C:11]2[C:6](=[CH:7][C:8]([C:12]3[CH:17]=[CH:16][CH:15]=[C:14]([OH:18])[CH:13]=3)=[CH:9][CH:10]=2)[CH:5]=[CH:4][C:3]=1[OH:19].CC1(C)C(C)(C)OB([C:28]2[CH:29]=[C:30]([NH:34][S:35]([CH3:38])(=[O:37])=[O:36])[CH:31]=[CH:32][CH:33]=2)O1. Given the product [OH:19][C:3]1[CH:4]=[CH:5][C:6]2[C:11](=[CH:10][CH:9]=[C:8]([C:12]3[CH:17]=[CH:16][CH:15]=[C:14]([OH:18])[CH:13]=3)[CH:7]=2)[C:2]=1[C:28]1[CH:29]=[C:30]([NH:34][S:35]([CH3:38])(=[O:36])=[O:37])[CH:31]=[CH:32][CH:33]=1, predict the reactants needed to synthesize it. (2) The reactants are: [CH3:1][C:2]1[CH:7]=[CH:6][N:5]=[C:4]([C:8]2[CH:13]=[CH:12][CH:11]=[CH:10][C:9]=2[C:14]([F:17])([F:16])[F:15])[N:3]=1.[Br:18]N1C(=O)CCC1=O.ClCCl. Given the product [Br:18][CH2:1][C:2]1[CH:7]=[CH:6][N:5]=[C:4]([C:8]2[CH:13]=[CH:12][CH:11]=[CH:10][C:9]=2[C:14]([F:17])([F:15])[F:16])[N:3]=1, predict the reactants needed to synthesize it. (3) Given the product [CH2:16]([NH:18][CH2:19][CH2:20][NH:21][C:9](=[O:10])[O:11][C:12]([CH3:13])([CH3:14])[CH3:15])[CH3:17], predict the reactants needed to synthesize it. The reactants are: [C:9](O[C:9]([O:11][C:12]([CH3:15])([CH3:14])[CH3:13])=[O:10])([O:11][C:12]([CH3:15])([CH3:14])[CH3:13])=[O:10].[CH2:16]([NH:18][CH2:19][CH2:20][NH2:21])[CH3:17]. (4) The reactants are: Cl[C:2]1[CH:7]=[CH:6][C:5]([CH3:8])=[CH:4][N:3]=1.[CH3:9][C@@H:10]1[CH2:15][NH:14][CH2:13][CH2:12][NH:11]1. Given the product [CH3:9][C@H:10]1[NH:11][CH2:12][CH2:13][N:14]([C:2]2[CH:7]=[CH:6][C:5]([CH3:8])=[CH:4][N:3]=2)[CH2:15]1, predict the reactants needed to synthesize it. (5) Given the product [Cl:10][C:11]1[CH:16]=[CH:15][C:14]([C@@H:17]2[CH2:22][CH2:21][N:20]([CH2:23][C:24]([F:27])([F:26])[F:25])[CH2:19][C@H:18]2[CH2:28][O:29][C:30]2[C:35]([F:36])=[CH:34][C:33]([S:37]([NH:40][C:41]3[S:45][N:44]=[CH:43][N:42]=3)(=[O:38])=[O:39])=[C:32]([F:57])[CH:31]=2)=[CH:13][CH:12]=1, predict the reactants needed to synthesize it. The reactants are: N1(C([O-])=O)CCCCC1.[Cl:10][C:11]1[CH:16]=[CH:15][C:14]([C@@H:17]2[CH2:22][CH2:21][N:20]([CH2:23][C:24]([F:27])([F:26])[F:25])[CH2:19][C@H:18]2[CH2:28][O:29][C:30]2[C:35]([F:36])=[CH:34][C:33]([S:37]([N:40](CC3C=CC(OC)=CC=3OC)[C:41]3[S:45][N:44]=[CH:43][N:42]=3)(=[O:39])=[O:38])=[C:32]([F:57])[CH:31]=2)=[CH:13][CH:12]=1. (6) Given the product [CH3:1][O:2][C:3](=[O:18])[C@H:4]([CH2:11][C:12]1[CH:17]=[CH:16][CH:15]=[CH:14][CH:13]=1)[NH:5][C:6](=[O:10])[C@H:7]([CH3:9])[NH:8][C:29](=[O:31])[CH2:27][CH2:28][CH:34]=[CH:35][CH2:37][CH2:38][CH2:39][CH2:40][CH3:41], predict the reactants needed to synthesize it. The reactants are: [CH3:1][O:2][C:3](=[O:18])[C@H:4]([CH2:11][C:12]1[CH:17]=[CH:16][CH:15]=[CH:14][CH:13]=1)[NH:5][C:6](=[O:10])[C@H:7]([CH3:9])[NH2:8].C(N[C@H:27]([C:29]([OH:31])=O)[CH3:28])(OC(C)(C)C)=O.CO[C:34](=O)[C@H:35]([CH2:37][C:38]1C=C[CH:41]=[CH:40][CH:39]=1)N. (7) Given the product [NH2:1][CH2:4][C:5]1[CH:6]=[C:7]2[C:11](=[CH:12][CH:13]=1)[N:10]([C:14]([O:16][C:17]([CH3:20])([CH3:19])[CH3:18])=[O:15])[N:9]=[C:8]2[C:21]1[CH:26]=[CH:25][CH:24]=[C:23]([F:27])[CH:22]=1, predict the reactants needed to synthesize it. The reactants are: [N:1]([CH2:4][C:5]1[CH:6]=[C:7]2[C:11](=[CH:12][CH:13]=1)[N:10]([C:14]([O:16][C:17]([CH3:20])([CH3:19])[CH3:18])=[O:15])[N:9]=[C:8]2[C:21]1[CH:26]=[CH:25][CH:24]=[C:23]([F:27])[CH:22]=1)=[N+]=[N-]. (8) Given the product [N:1]([CH2:18][C@@H:14]1[CH:15]=[CH:16][CH2:17][N:13]1[C:5]([C:6]1[CH:11]=[CH:10][CH:9]=[CH:8][CH:7]=1)=[O:12])=[N+:2]=[N-:3], predict the reactants needed to synthesize it. The reactants are: [N-:1]=[N+:2]=[N-:3].[Na+].[C:5]([N:13]1[CH2:17][CH:16]=[CH:15][C@H:14]1[CH2:18]OS(C)(=O)=O)(=[O:12])[C:6]1[CH:11]=[CH:10][CH:9]=[CH:8][CH:7]=1.